Dataset: Forward reaction prediction with 1.9M reactions from USPTO patents (1976-2016). Task: Predict the product of the given reaction. Given the reactants [Si:1]([O:8][C@H:9]([CH3:30])[C:10]#[C:11][C:12]([C:14]1[CH:19]=[CH:18][C:17]([NH:20][C:21]([C:23]2[CH:28]=[N:27][CH:26]=[CH:25][N:24]=2)=[O:22])=[CH:16][C:15]=1[F:29])=[O:13])([C:4]([CH3:7])([CH3:6])[CH3:5])([CH3:3])[CH3:2].[H][H], predict the reaction product. The product is: [Si:1]([O:8][C@H:9]([CH3:30])[CH2:10][CH2:11][C:12]([C:14]1[CH:19]=[CH:18][C:17]([NH:20][C:21]([C:23]2[CH:28]=[N:27][CH:26]=[CH:25][N:24]=2)=[O:22])=[CH:16][C:15]=1[F:29])=[O:13])([C:4]([CH3:7])([CH3:5])[CH3:6])([CH3:2])[CH3:3].